Dataset: Reaction yield outcomes from USPTO patents with 853,638 reactions. Task: Predict the reaction yield, written as a fraction of the theoretical maximum amount of product (1.0 means a 100% yield; for example, 0.34 means a 34% yield). The reactants are [CH:1]1([CH:7]([NH:21][C:22]2[CH:30]=[CH:29][C:25]([C:26](O)=[O:27])=[CH:24][CH:23]=2)[C:8]2[CH:12]=[C:11]([CH:13]3[CH2:18][CH2:17][O:16][CH2:15][CH2:14]3)[S:10][C:9]=2[CH2:19][CH3:20])[CH2:6][CH2:5][CH2:4][CH2:3][CH2:2]1.[CH3:31][NH:32][CH2:33][CH2:34][C:35]([O:37]CC)=[O:36].O.ON1C2C=CC=CC=2N=N1.Cl.C(N=C=NCCCN(C)C)C.[Cl-].[NH4+].[OH-].[Na+]. The catalyst is CN(C)C=O.C(O)C.O1CCCC1.C(N(CC)CC)C. The product is [CH:1]1([CH:7]([NH:21][C:22]2[CH:23]=[CH:24][C:25]([C:26]([N:32]([CH3:31])[CH2:33][CH2:34][C:35]([OH:37])=[O:36])=[O:27])=[CH:29][CH:30]=2)[C:8]2[CH:12]=[C:11]([CH:13]3[CH2:14][CH2:15][O:16][CH2:17][CH2:18]3)[S:10][C:9]=2[CH2:19][CH3:20])[CH2:6][CH2:5][CH2:4][CH2:3][CH2:2]1. The yield is 0.530.